This data is from Full USPTO retrosynthesis dataset with 1.9M reactions from patents (1976-2016). The task is: Predict the reactants needed to synthesize the given product. (1) Given the product [CH2:1]([O:8][C:9](=[O:10])[NH:11][C@@H:12]1[C@@H:17]([C:18]2[CH:23]=[C:22]([F:24])[C:21]([F:25])=[CH:20][C:19]=2[F:26])[CH2:16][CH2:15][NH:14][CH2:13]1)[C:2]1[CH:3]=[CH:4][CH:5]=[CH:6][CH:7]=1, predict the reactants needed to synthesize it. The reactants are: [CH2:1]([O:8][C:9]([NH:11][C@@H:12]1[C@@H:17]([C:18]2[CH:23]=[C:22]([F:24])[C:21]([F:25])=[CH:20][C:19]=2[F:26])[CH2:16][CH2:15][N:14](C(OC(C)(C)C)=O)[CH2:13]1)=[O:10])[C:2]1[CH:7]=[CH:6][CH:5]=[CH:4][CH:3]=1. (2) Given the product [CH3:1][N:2]1[CH2:3][CH2:4][N:5]([C:8]([O:10][C:11]2[C:12]3[CH:58]=[CH:57][CH:56]=[CH:55][C:13]=3[C:14]3[C@H:15]([CH2:53][Cl:54])[CH2:16][N:17]([C:20](=[O:52])[CH2:21][CH2:22][CH2:23][C:24]([N:26]4[C:34]5[CH:33]=[C:32]([O:35][CH2:36][C:37]6[CH:38]=[CH:39][C:40]([NH2:43])=[CH:41][CH:42]=6)[C:31]6[CH:46]=[CH:47][CH:48]=[CH:49][C:30]=6[C:29]=5[C@H:28]([CH2:50][Cl:51])[CH2:27]4)=[O:25])[C:18]=3[CH:19]=2)=[O:9])[CH2:6][CH2:7]1, predict the reactants needed to synthesize it. The reactants are: [CH3:1][N:2]1[CH2:7][CH2:6][N:5]([C:8]([O:10][C:11]2[C:12]3[CH:58]=[CH:57][CH:56]=[CH:55][C:13]=3[C:14]3[C@H:15]([CH2:53][Cl:54])[CH2:16][N:17]([C:20](=[O:52])[CH2:21][CH2:22][CH2:23][C:24]([N:26]4[C:34]5[CH:33]=[C:32]([O:35][CH2:36][C:37]6[CH:42]=[CH:41][C:40]([N+:43]([O-])=O)=[CH:39][CH:38]=6)[C:31]6[CH:46]=[CH:47][CH:48]=[CH:49][C:30]=6[C:29]=5[C@H:28]([CH2:50][Cl:51])[CH2:27]4)=[O:25])[C:18]=3[CH:19]=2)=[O:9])[CH2:4][CH2:3]1.CO.O. (3) Given the product [C:8]([C:7]1[C:4]([F:3])=[C:5]([NH2:6])[NH:2][N:1]=1)([CH3:11])([CH3:10])[CH3:9], predict the reactants needed to synthesize it. The reactants are: [NH2:1][NH2:2].[F:3][CH:4]([C:7](=O)[C:8]([CH3:11])([CH3:10])[CH3:9])[C:5]#[N:6].